Dataset: Catalyst prediction with 721,799 reactions and 888 catalyst types from USPTO. Task: Predict which catalyst facilitates the given reaction. The catalyst class is: 11. Product: [F:15][C:12]1[CH:13]=[CH:14][C:9]([S:8][C:6]2[N:7]=[C:2]([NH:31][C:30]3[N:26]([CH2:25][C:24]4[CH:32]=[CH:33][C:21]([O:20][CH3:19])=[CH:22][CH:23]=4)[N:27]=[CH:28][CH:29]=3)[C:3]3[CH:18]=[CH:17][NH:16][C:4]=3[N:5]=2)=[CH:10][CH:11]=1. Reactant: Cl[C:2]1[C:3]2[CH:18]=[CH:17][NH:16][C:4]=2[N:5]=[C:6]([S:8][C:9]2[CH:14]=[CH:13][C:12]([F:15])=[CH:11][CH:10]=2)[N:7]=1.[CH3:19][O:20][C:21]1[CH:33]=[CH:32][C:24]([CH2:25][N:26]2[C:30]([NH2:31])=[CH:29][CH:28]=[N:27]2)=[CH:23][CH:22]=1.C1(P(C2C=CC=CC=2)C2C3OC4C(=CC=CC=4P(C4C=CC=CC=4)C4C=CC=CC=4)C(C)(C)C=3C=CC=2)C=CC=CC=1.CC(C)([O-])C.[Na+].